This data is from Catalyst prediction with 721,799 reactions and 888 catalyst types from USPTO. The task is: Predict which catalyst facilitates the given reaction. (1) Reactant: Cl[C:2]1[N:11]=[C:10]2[C:5]([CH:6]=[CH:7][C:8](=[O:18])[N:9]2[CH2:12][CH:13]2[O:17][CH2:16][CH2:15][O:14]2)=[CH:4][CH:3]=1.[CH3:19][O-:20].[Na+].CO.O. Product: [O:14]1[CH2:15][CH2:16][O:17][CH:13]1[CH2:12][N:9]1[C:10]2[C:5](=[CH:4][CH:3]=[C:2]([O:20][CH3:19])[N:11]=2)[CH:6]=[CH:7][C:8]1=[O:18]. The catalyst class is: 5. (2) Reactant: [C:1]([NH:6][NH:7][C:8]([C@H:10]1[CH2:15][NH:14][C@@H:13]([C:16]([O:18][CH2:19][CH3:20])=[O:17])[CH2:12][CH2:11]1)=[O:9])(=O)[CH:2]([CH3:4])[CH3:3].O=P(Cl)(Cl)Cl.C([O-])(O)=O.[Na+]. Product: [CH:2]([C:1]1[O:9][C:8]([C@H:10]2[CH2:15][NH:14][C@@H:13]([C:16]([O:18][CH2:19][CH3:20])=[O:17])[CH2:12][CH2:11]2)=[N:7][N:6]=1)([CH3:4])[CH3:3]. The catalyst class is: 10. (3) Reactant: C(OC([N:8]1[CH2:13][CH2:12][CH2:11][CH2:10][CH:9]1[CH2:14][CH2:15][O:16][C:17]1[CH:22]=[CH:21][C:20]([C:23]2[NH:27][C:26]3[CH:28]=[CH:29][C:30]([C:32](=[O:34])[NH2:33])=[CH:31][C:25]=3[N:24]=2)=[CH:19][CH:18]=1)=O)(C)(C)C.C(O)(C(F)(F)F)=O. Product: [NH:8]1[CH2:13][CH2:12][CH2:11][CH2:10][CH:9]1[CH2:14][CH2:15][O:16][C:17]1[CH:18]=[CH:19][C:20]([C:23]2[NH:27][C:26]3[CH:28]=[CH:29][C:30]([C:32]([NH2:33])=[O:34])=[CH:31][C:25]=3[N:24]=2)=[CH:21][CH:22]=1. The catalyst class is: 2. (4) Product: [CH3:14][O:15][CH2:16][CH2:17][NH:18][S:10]([C:7]1[CH:8]=[CH:9][C:4]([N+:1]([O-:3])=[O:2])=[CH:5][CH:6]=1)(=[O:12])=[O:11]. The catalyst class is: 2. Reactant: [N+:1]([C:4]1[CH:9]=[CH:8][C:7]([S:10](Cl)(=[O:12])=[O:11])=[CH:6][CH:5]=1)([O-:3])=[O:2].[CH3:14][O:15][CH2:16][CH2:17][NH2:18]. (5) Reactant: [C:1]([C@@H:4]1[CH2:7][C@H:6]([C:8]([OH:10])=[O:9])[C:5]1([CH3:12])[CH3:11])(=[O:3])[CH3:2].C1COCC1.C1CCC(N=C=NC2CCCCC2)CC1.[C:33](O)([CH3:36])([CH3:35])[CH3:34]. Product: [C:1]([C@@H:4]1[CH2:7][C@H:6]([C:8]([O:10][C:33]([CH3:36])([CH3:35])[CH3:34])=[O:9])[C:5]1([CH3:12])[CH3:11])(=[O:3])[CH3:2]. The catalyst class is: 25.